From a dataset of Catalyst prediction with 721,799 reactions and 888 catalyst types from USPTO. Predict which catalyst facilitates the given reaction. (1) Reactant: [Si]([O:8][CH2:9][CH2:10][N:11]([C:37]#[N:38])[C:12]1[CH:17]=[CH:16][C:15]([NH:18][C:19]([C:21]2[C:22]([NH:28][C:29]([C:31]3[S:32][C:33]([Cl:36])=[CH:34][CH:35]=3)=[O:30])=[N:23][C:24]([CH3:27])=[N:25][CH:26]=2)=[O:20])=[CH:14][CH:13]=1)(C(C)(C)C)(C)C.[CH3:39][S:40]([OH:43])(=[O:42])=[O:41]. Product: [CH3:39][S:40]([OH:43])(=[O:42])=[O:41].[Cl:36][C:33]1[S:32][C:31]([C:29]([NH:28][C:22]2[C:21]([C:19]([NH:18][C:15]3[CH:14]=[CH:13][C:12]([N:11]4[CH2:10][CH2:9][O:8][C:37]4=[NH:38])=[CH:17][CH:16]=3)=[O:20])=[CH:26][N:25]=[C:24]([CH3:27])[N:23]=2)=[O:30])=[CH:35][CH:34]=1. The catalyst class is: 27. (2) Reactant: C(=O)([O-])[O-].[K+].[K+].FC(F)(F)C(O)=O.[CH3:14][CH:15]([O:17][C:18]1[CH:25]=[CH:24][C:23]([C:26]2[O:30][N:29]=[C:28]([C:31]3[C:32]([CH3:41])=[C:33]4[C:38](=[CH:39][CH:40]=3)[CH2:37][NH:36][CH2:35][CH2:34]4)[N:27]=2)=[CH:22][C:19]=1[C:20]#[N:21])[CH3:16].Br[CH2:43][CH2:44][CH2:45][OH:46]. Product: [OH:46][CH2:45][CH2:44][CH2:43][N:36]1[CH2:35][CH2:34][C:33]2[C:38](=[CH:39][CH:40]=[C:31]([C:28]3[N:27]=[C:26]([C:23]4[CH:24]=[CH:25][C:18]([O:17][CH:15]([CH3:14])[CH3:16])=[C:19]([CH:22]=4)[C:20]#[N:21])[O:30][N:29]=3)[C:32]=2[CH3:41])[CH2:37]1. The catalyst class is: 39.